This data is from Forward reaction prediction with 1.9M reactions from USPTO patents (1976-2016). The task is: Predict the product of the given reaction. (1) The product is: [Br:14][C:9]1[CH:10]=[CH:11][CH:12]=[CH:13][C:8]=1[C:19]1[CH:20]=[CH:21][C:16]([Cl:15])=[CH:17][CH:18]=1. Given the reactants C(=O)([O-])[O-].[Na+].[Na+].Br[C:8]1[CH:13]=[CH:12][CH:11]=[CH:10][C:9]=1[Br:14].[Cl:15][C:16]1[CH:21]=[CH:20][C:19](B(O)O)=[CH:18][CH:17]=1, predict the reaction product. (2) Given the reactants C[O:2][C:3]1[CH:8]=[CH:7][C:6]([C:9]2[CH:10]=[C:11]3[C:15](=[CH:16][CH:17]=2)[N:14]([CH3:18])[C:13]([C:19]2[CH:24]=[CH:23][CH:22]=[CH:21][CH:20]=2)=[C:12]3[CH2:25][CH2:26][CH2:27][CH2:28][CH3:29])=[CH:5][CH:4]=1.B(Br)(Br)Br, predict the reaction product. The product is: [CH3:18][N:14]1[C:15]2[C:11](=[CH:10][C:9]([C:6]3[CH:7]=[CH:8][C:3]([OH:2])=[CH:4][CH:5]=3)=[CH:17][CH:16]=2)[C:12]([CH2:25][CH2:26][CH2:27][CH2:28][CH3:29])=[C:13]1[C:19]1[CH:20]=[CH:21][CH:22]=[CH:23][CH:24]=1.